This data is from Full USPTO retrosynthesis dataset with 1.9M reactions from patents (1976-2016). The task is: Predict the reactants needed to synthesize the given product. (1) Given the product [Cl:24][C:10]1[N:11]=[N:12][C:13]([CH3:14])=[C:8]([C:5]2[CH:6]=[CH:7][C:2]([Cl:1])=[CH:3][CH:4]=2)[C:9]=1[C:16]1[CH:21]=[CH:20][CH:19]=[CH:18][N:17]=1, predict the reactants needed to synthesize it. The reactants are: [Cl:1][C:2]1[CH:7]=[CH:6][C:5]([C:8]2[C:13]([CH3:14])=[N:12][NH:11][C:10](=O)[C:9]=2[C:16]2[CH:21]=[CH:20][CH:19]=[CH:18][N:17]=2)=[CH:4][CH:3]=1.P(Cl)(Cl)([Cl:24])=O. (2) Given the product [Cl:12][C:13]1[CH:14]=[C:15]2[C:21]([C:2]3[N:7]=[C:6]([C:8]([O:10][CH3:11])=[O:9])[CH:5]=[N:4][CH:3]=3)=[CH:20][N:19]([S:31]([C:34]3[CH:39]=[CH:38][C:37]([CH3:40])=[CH:36][CH:35]=3)(=[O:32])=[O:33])[C:16]2=[N:17][CH:18]=1, predict the reactants needed to synthesize it. The reactants are: Cl[C:2]1[N:7]=[C:6]([C:8]([O:10][CH3:11])=[O:9])[CH:5]=[N:4][CH:3]=1.[Cl:12][C:13]1[CH:14]=[C:15]2[C:21](B3OC(C)(C)C(C)(C)O3)=[CH:20][N:19]([S:31]([C:34]3[CH:39]=[CH:38][C:37]([CH3:40])=[CH:36][CH:35]=3)(=[O:33])=[O:32])[C:16]2=[N:17][CH:18]=1.C([O-])([O-])=O.[Na+].[Na+]. (3) Given the product [S:40]([OH:44])([OH:43])(=[O:42])=[O:41].[CH3:1][N:2]1[CH2:7][CH2:6][N:5]([C@@H:8]2[C:16]3[C:11](=[CH:12][C:13]([C:17]([NH:19][C:20]4[CH:25]=[CH:24][C:23]([CH3:26])=[C:22]([NH:27][C:28]5[N:33]=[C:32]([C:34]6[CH:35]=[N:36][CH:37]=[CH:38][CH:39]=6)[CH:31]=[CH:30][N:29]=5)[CH:21]=4)=[O:18])=[CH:14][CH:15]=3)[CH2:10][CH2:9]2)[CH2:4][CH2:3]1, predict the reactants needed to synthesize it. The reactants are: [CH3:1][N:2]1[CH2:7][CH2:6][N:5]([C@@H:8]2[C:16]3[C:11](=[CH:12][C:13]([C:17]([NH:19][C:20]4[CH:25]=[CH:24][C:23]([CH3:26])=[C:22]([NH:27][C:28]5[N:33]=[C:32]([C:34]6[CH:35]=[N:36][CH:37]=[CH:38][CH:39]=6)[CH:31]=[CH:30][N:29]=5)[CH:21]=4)=[O:18])=[CH:14][CH:15]=3)[CH2:10][CH2:9]2)[CH2:4][CH2:3]1.[S:40](=[O:44])(=[O:43])([OH:42])[OH:41]. (4) Given the product [C:1]([O:5][C:6](=[O:7])[NH:8][CH:9]([C:10]([F:29])=[O:11])[CH:13]([C:15]1[CH:20]=[CH:19][CH:18]=[CH:17][CH:16]=1)[CH3:14])([CH3:4])([CH3:3])[CH3:2], predict the reactants needed to synthesize it. The reactants are: [C:1]([O:5][C:6]([NH:8][C@@H:9]([C@H:13]([C:15]1[CH:20]=[CH:19][CH:18]=[CH:17][CH:16]=1)[CH3:14])[C:10](O)=[O:11])=[O:7])([CH3:4])([CH3:3])[CH3:2].N1C=CC=CC=1.N1C(F)=NC(F)=NC=1[F:29]. (5) Given the product [C:18]([NH:14][C:5](=[O:7])[C:4]1[CH:8]=[CH:9][C:10]([I:11])=[C:2]([OH:1])[CH:3]=1)([CH3:20])([CH3:21])[CH3:19], predict the reactants needed to synthesize it. The reactants are: [OH:1][C:2]1[CH:3]=[C:4]([CH:8]=[CH:9][C:10]=1[I:11])[C:5]([OH:7])=O.C([N:14]([CH:18]([CH3:20])[CH3:19])C(C)C)C.[CH3:21]N(C(ON1N=NC2C=CC=NC1=2)=[N+](C)C)C.F[P-](F)(F)(F)(F)F. (6) Given the product [C:10]([O:12][C:2]1[N:7]=[C:6]([Cl:8])[CH:5]=[CH:4][N:3]=1)([CH3:13])([CH3:11])[CH3:9], predict the reactants needed to synthesize it. The reactants are: Cl[C:2]1[N:7]=[C:6]([Cl:8])[CH:5]=[CH:4][N:3]=1.[CH3:9][C:10]([CH3:13])([O-:12])[CH3:11].[K+].C(OCC)(=O)C.